From a dataset of Forward reaction prediction with 1.9M reactions from USPTO patents (1976-2016). Predict the product of the given reaction. (1) The product is: [C:24]([O:23][C:21]([N:11]([CH2:10][CH2:9][NH:8][C:6]([O:5][C:1]([CH3:4])([CH3:3])[CH3:2])=[O:7])[CH:12]1[CH2:13][CH:14]([CH2:16][C:17]([O:19][CH3:20])=[O:18])[CH2:15]1)=[O:22])([CH3:27])([CH3:26])[CH3:25]. Given the reactants [C:1]([O:5][C:6]([NH:8][CH2:9][CH2:10][NH:11][CH:12]1[CH2:15][CH:14]([CH2:16][C:17]([O:19][CH3:20])=[O:18])[CH2:13]1)=[O:7])([CH3:4])([CH3:3])[CH3:2].[C:21](O[C:21]([O:23][C:24]([CH3:27])([CH3:26])[CH3:25])=[O:22])([O:23][C:24]([CH3:27])([CH3:26])[CH3:25])=[O:22], predict the reaction product. (2) Given the reactants [Cl:1][C:2]1[CH:10]=[CH:9][C:8]([Cl:11])=[CH:7][C:3]=1[C:4]([OH:6])=O.[CH:12]1([CH2:15][CH2:16][NH:17][C:18]([C:20]2[N:21]=[N:22][C:23]([N:26]3[CH2:31][CH2:30][NH:29][CH2:28][CH2:27]3)=[CH:24][CH:25]=2)=[O:19])[CH2:14][CH2:13]1, predict the reaction product. The product is: [CH:12]1([CH2:15][CH2:16][NH:17][C:18]([C:20]2[N:21]=[N:22][C:23]([N:26]3[CH2:31][CH2:30][N:29]([C:4](=[O:6])[C:3]4[CH:7]=[C:8]([Cl:11])[CH:9]=[CH:10][C:2]=4[Cl:1])[CH2:28][CH2:27]3)=[CH:24][CH:25]=2)=[O:19])[CH2:14][CH2:13]1. (3) Given the reactants [CH2:1]([C:3]([C:27]1[CH:32]=[CH:31][C:30](B2OC(C)(C)C(C)(C)O2)=[C:29]([CH3:42])[CH:28]=1)([C:6]1[CH:11]=[CH:10][C:9]([C:12]#[C:13][C:14]2([O:21][Si:22]([CH3:25])([CH3:24])[CH3:23])[CH2:20][CH2:19][CH2:18][CH2:17][CH2:16][CH2:15]2)=[C:8]([CH3:26])[CH:7]=1)[CH2:4][CH3:5])[CH3:2].[CH3:43][O:44][C:45](=[O:54])[CH2:46][C:47]1[CH:52]=C[C:50](Br)=[CH:49][CH:48]=1.P([O-])([O-])([O-])=O.[K+].[K+].[K+].[Cl-].[NH4+:64], predict the reaction product. The product is: [CH3:43][O:44][C:45](=[O:54])[CH2:46][C:47]1[CH:52]=[N:64][CH:50]=[C:49]([C:30]2[CH:31]=[CH:32][C:27]([C:3]([CH2:4][CH3:5])([C:6]3[CH:11]=[CH:10][C:9]([C:12]#[C:13][C:14]4([O:21][Si:22]([CH3:23])([CH3:24])[CH3:25])[CH2:15][CH2:16][CH2:17][CH2:18][CH2:19][CH2:20]4)=[C:8]([CH3:26])[CH:7]=3)[CH2:1][CH3:2])=[CH:28][C:29]=2[CH3:42])[CH:48]=1. (4) Given the reactants [Cl:1][C:2]1[CH:3]=[C:4](I)[CH:5]=[C:6]([Cl:8])[CH:7]=1.[C:10]([O:14][C:15]([CH3:18])([CH3:17])[CH3:16])(=[O:13])[CH:11]=[CH2:12].C([O-])(=O)C.[K+], predict the reaction product. The product is: [C:15]([O:14][C:10](=[O:13])[CH:11]=[CH:12][C:4]1[CH:3]=[C:2]([Cl:1])[CH:7]=[C:6]([Cl:8])[CH:5]=1)([CH3:18])([CH3:17])[CH3:16]. (5) Given the reactants [CH3:1][O:2][C:3]([C:5]1[CH:14]=[C:13]2[C:8]([C@@H:9]([NH2:15])[CH2:10][CH2:11][S:12]2)=[CH:7][C:6]=1[Cl:16])=[O:4].C(=O)([O-])[O-].[K+].[K+].[C:23]([O:27][C:28](O[C:28]([O:27][C:23]([CH3:26])([CH3:25])[CH3:24])=[O:29])=[O:29])([CH3:26])([CH3:25])[CH3:24], predict the reaction product. The product is: [CH3:1][O:2][C:3]([C:5]1[CH:14]=[C:13]2[C:8]([C@@H:9]([NH:15][C:28]([O:27][C:23]([CH3:26])([CH3:25])[CH3:24])=[O:29])[CH2:10][CH2:11][S:12]2)=[CH:7][C:6]=1[Cl:16])=[O:4]. (6) Given the reactants I[C:2]1[C:10]2[C:5](=[CH:6][CH:7]=[C:8]([C:11]([OH:13])=[O:12])[CH:9]=2)[NH:4][N:3]=1.[O:14]1[CH2:19][CH2:18][N:17]([C:20]2[CH:25]=[CH:24][C:23](B(O)O)=[CH:22][CH:21]=2)[CH2:16][CH2:15]1.[O-]P([O-])([O-])=O.[K+].[K+].[K+], predict the reaction product. The product is: [O:14]1[CH2:19][CH2:18][N:17]([C:20]2[CH:25]=[CH:24][C:23]([C:2]3[C:10]4[C:5](=[CH:6][CH:7]=[C:8]([C:11]([OH:13])=[O:12])[CH:9]=4)[NH:4][N:3]=3)=[CH:22][CH:21]=2)[CH2:16][CH2:15]1. (7) Given the reactants [F:1][C:2]1([CH3:46])[C:10]2[C:5](=[CH:6][CH:7]=[CH:8][CH:9]=2)[N:4]([CH2:11][CH2:12][CH2:13][N:14]2[CH2:44][CH2:43][C:17]3([N:21]([C:22]4[CH:27]=[CH:26][CH:25]=[CH:24][CH:23]=4)[CH2:20][N:19]([CH2:28][C:29]4[CH:41]=[CH:40][CH:39]=[CH:38][C:30]=4[C:31]([O:33]C(C)(C)C)=[O:32])[C:18]3=[O:42])[CH2:16][CH2:15]2)[C:3]1=[O:45].Cl, predict the reaction product. The product is: [F:1][C:2]1([CH3:46])[C:10]2[C:5](=[CH:6][CH:7]=[CH:8][CH:9]=2)[N:4]([CH2:11][CH2:12][CH2:13][N:14]2[CH2:44][CH2:43][C:17]3([N:21]([C:22]4[CH:27]=[CH:26][CH:25]=[CH:24][CH:23]=4)[CH2:20][N:19]([CH2:28][C:29]4[CH:41]=[CH:40][CH:39]=[CH:38][C:30]=4[C:31]([OH:33])=[O:32])[C:18]3=[O:42])[CH2:16][CH2:15]2)[C:3]1=[O:45].